From a dataset of Full USPTO retrosynthesis dataset with 1.9M reactions from patents (1976-2016). Predict the reactants needed to synthesize the given product. (1) Given the product [CH:1]1([C:6]2[N:11]=[CH:10][C:9]([NH:12][C:13]3[N:21]=[CH:20][C:19]([F:22])=[CH:18][C:14]=3[C:15]([NH:28][C:24]([CH3:25])([C:26]#[CH:27])[CH3:23])=[O:17])=[CH:8][CH:7]=2)[CH2:2][CH2:3][CH2:4][CH2:5]1, predict the reactants needed to synthesize it. The reactants are: [CH:1]1([C:6]2[N:11]=[CH:10][C:9]([NH:12][C:13]3[N:21]=[CH:20][C:19]([F:22])=[CH:18][C:14]=3[C:15]([OH:17])=O)=[CH:8][CH:7]=2)[CH2:5][CH2:4][CH2:3][CH2:2]1.[CH3:23][C:24]([NH2:28])([C:26]#[CH:27])[CH3:25].C1C=CC2N(O)N=NC=2C=1.CCN=C=NCCCN(C)C.CCN(C(C)C)C(C)C. (2) Given the product [ClH:22].[C:1]([C:5]1[CH:10]=[CH:9][C:8]([C:11]2[N:12]([C:30]([N:39]3[CH2:40][CH2:41][NH:36][C:37](=[O:42])[CH2:38]3)=[O:31])[C@H:13]([C:23]3[CH:24]=[CH:25][C:26]([Cl:29])=[CH:27][CH:28]=3)[C@H:14]([C:16]3[CH:17]=[CH:18][C:19]([Cl:22])=[CH:20][CH:21]=3)[N:15]=2)=[C:7]([O:33][CH2:34][CH3:35])[CH:6]=1)([CH3:4])([CH3:2])[CH3:3], predict the reactants needed to synthesize it. The reactants are: [C:1]([C:5]1[CH:10]=[CH:9][C:8]([C:11]2[N:12]([C:30](Cl)=[O:31])[C@H:13]([C:23]3[CH:28]=[CH:27][C:26]([Cl:29])=[CH:25][CH:24]=3)[C@H:14]([C:16]3[CH:21]=[CH:20][C:19]([Cl:22])=[CH:18][CH:17]=3)[N:15]=2)=[C:7]([O:33][CH2:34][CH3:35])[CH:6]=1)([CH3:4])([CH3:3])[CH3:2].[NH:36]1[CH2:41][CH2:40][NH:39][CH2:38][C:37]1=[O:42]. (3) Given the product [C:1]([O:5][C:6](=[O:21])[NH:7][C:8]1[CH:13]=[C:12]([CH2:14][CH3:15])[C:11]([C:16]([F:19])([F:18])[F:17])=[CH:10][C:9]=1[NH:20][C:27](=[O:26])[CH2:28][C:29]([C:31]1[CH:36]=[CH:35][CH:34]=[C:33]([C:37]2[CH:42]=[CH:41][N:40]=[C:39]([C:43]#[N:44])[CH:38]=2)[CH:32]=1)=[O:30])([CH3:2])([CH3:3])[CH3:4], predict the reactants needed to synthesize it. The reactants are: [C:1]([O:5][C:6](=[O:21])[NH:7][C:8]1[CH:13]=[C:12]([CH2:14][CH3:15])[C:11]([C:16]([F:19])([F:18])[F:17])=[CH:10][C:9]=1[NH2:20])([CH3:4])([CH3:3])[CH3:2].C([O:26][C:27](=O)[CH2:28][C:29]([C:31]1[CH:36]=[CH:35][CH:34]=[C:33]([C:37]2[CH:42]=[CH:41][N:40]=[C:39]([C:43]#[N:44])[CH:38]=2)[CH:32]=1)=[O:30])(C)(C)C. (4) Given the product [Br:23][C:24]1[O:28][C:27]([C:29]([N:16]2[CH2:17][C:18](=[O:22])[NH:19][CH2:20]2)=[O:31])=[CH:26][C:25]=1[C:32]1[CH:37]=[C:36]([F:38])[CH:35]=[C:34]([Cl:39])[CH:33]=1, predict the reactants needed to synthesize it. The reactants are: BrC1C=C(C([N:16]2C[CH2:20][NH:19][C:18](=[O:22])[CH2:17]2)=O)OC=1C1C=CC=C(Cl)C=1.[Br:23][C:24]1[O:28][C:27]([C:29]([OH:31])=O)=[CH:26][C:25]=1[C:32]1[CH:37]=[C:36]([F:38])[CH:35]=[C:34]([Cl:39])[CH:33]=1.C(N(CC)C(C)C)(C)C.